From a dataset of Full USPTO retrosynthesis dataset with 1.9M reactions from patents (1976-2016). Predict the reactants needed to synthesize the given product. (1) The reactants are: [Br:1][C:2]1[CH:3]=[C:4]([CH2:11][C:12]([O:14][CH3:15])=[O:13])[CH:5]=[C:6]([N+:8]([O-])=O)[CH:7]=1.C(O)(=O)C. Given the product [NH2:8][C:6]1[CH:5]=[C:4]([CH2:11][C:12]([O:14][CH3:15])=[O:13])[CH:3]=[C:2]([Br:1])[CH:7]=1, predict the reactants needed to synthesize it. (2) Given the product [C:8]([O:1][CH:2]([C:8]1[C:17]([CH3:18])=[CH:16][C:15]2[C:10](=[CH:11][CH:12]=[CH:13][CH:14]=2)[C:9]=1[OH:19])[C:3]([O:5][CH2:6][CH3:7])=[O:4])([CH3:17])([CH3:9])[CH3:2], predict the reactants needed to synthesize it. The reactants are: [OH:1][CH:2]([C:8]1[C:17]([CH3:18])=[CH:16][C:15]2[C:10](=[CH:11][CH:12]=[CH:13][CH:14]=2)[C:9]=1[OH:19])[C:3]([O:5][CH2:6][CH3:7])=[O:4].Cl(O)(=O)(=O)=O.C([O-])(O)=O.[Na+]. (3) Given the product [Br:1][C:2]1[CH:10]=[C:9]2[C:5]([C:6]([N:17]3[CH2:16][CH2:15][N:14]([C:20]([O:22][C:23]([CH3:26])([CH3:25])[CH3:24])=[O:21])[CH2:19][CH2:18]3)=[N:7][NH:8]2)=[CH:4][CH:3]=1, predict the reactants needed to synthesize it. The reactants are: [Br:1][C:2]1[CH:3]=[CH:4][C:5]2[C:9]([CH:10]=1)=[N:8][N:7]([N+]([O-])=O)[CH:6]=2.[N:14]1([C:20]([O:22][C:23]([CH3:26])([CH3:25])[CH3:24])=[O:21])[CH2:19][CH2:18][NH:17][CH2:16][CH2:15]1. (4) The reactants are: Cl[C:2]1[C:3]2[C:4](=[CH:17][N:18](CC3C=CC(OC)=CC=3)[N:19]=2)[N:5]=[C:6]([C:8]2[CH:13]=[CH:12][CH:11]=[C:10]([N+:14]([O-])=O)[CH:9]=2)[N:7]=1.[CH3:29][N:30]([CH2:32][C:33]1[CH:39]=[CH:38][C:36]([NH2:37])=[CH:35][CH:34]=1)[CH3:31].Cl. Given the product [NH2:14][C:10]1[CH:9]=[C:8]([C:6]2[N:7]=[C:2]([NH:37][C:36]3[CH:35]=[CH:34][C:33]([CH2:32][N:30]([CH3:31])[CH3:29])=[CH:39][CH:38]=3)[C:3]3[NH:19][N:18]=[CH:17][C:4]=3[N:5]=2)[CH:13]=[CH:12][CH:11]=1, predict the reactants needed to synthesize it. (5) Given the product [Cl:29][C:14]1[O:15][C:11]([C:8]2[CH:9]=[C:10]3[C:5]([C:4]([CH3:16])([CH3:17])[C:3](=[O:18])[N:2]3[CH3:1])=[CH:6][CH:7]=2)=[CH:12][N:13]=1, predict the reactants needed to synthesize it. The reactants are: [CH3:1][N:2]1[C:10]2[C:5](=[CH:6][CH:7]=[C:8]([C:11]3[O:15][CH:14]=[N:13][CH:12]=3)[CH:9]=2)[C:4]([CH3:17])([CH3:16])[C:3]1=[O:18].[Li+].C[Si]([N-][Si](C)(C)C)(C)C.[Cl:29]C(Cl)(Cl)C(Cl)(Cl)Cl. (6) Given the product [Cl:25][C:26]([Cl:31])([Cl:30])[C:27]([NH:5][C:6]1[CH:24]=[CH:23][C:9]([O:10][C:11]2[CH:12]=[C:13]3[C:18](=[CH:19][CH:20]=2)[N:17]=[CH:16][N:15]([CH3:21])[C:14]3=[O:22])=[CH:8][CH:7]=1)=[O:28], predict the reactants needed to synthesize it. The reactants are: P(Cl)(Cl)Cl.[NH2:5][C:6]1[CH:24]=[CH:23][C:9]([O:10][C:11]2[CH:12]=[C:13]3[C:18](=[CH:19][CH:20]=2)[N:17]=[CH:16][N:15]([CH3:21])[C:14]3=[O:22])=[CH:8][CH:7]=1.[Cl:25][C:26]([Cl:31])([Cl:30])[C:27](O)=[O:28]. (7) Given the product [CH3:31][N:30]([CH3:32])[CH2:29][CH:28]([O:33][CH2:34][CH2:35][CH2:36][CH2:37][CH2:38][CH2:39][CH2:40][CH2:41]/[CH:42]=[CH:43]\[CH2:44]/[CH:45]=[CH:46]\[CH2:47][CH2:48][CH2:49][CH2:50][CH3:51])[CH2:27][OH:26], predict the reactants needed to synthesize it. The reactants are: CCCC[N+](CCCC)(CCCC)CCCC.[F-].[Si]([O:26][CH2:27][CH:28]([O:33][CH2:34][CH2:35][CH2:36][CH2:37][CH2:38][CH2:39][CH2:40][CH2:41]/[CH:42]=[CH:43]\[CH2:44]/[CH:45]=[CH:46]\[CH2:47][CH2:48][CH2:49][CH2:50][CH3:51])[CH2:29][N:30]([CH3:32])[CH3:31])(C(C)(C)C)(C)C. (8) Given the product [CH3:18][O:17][C:7]1[C:5]2[N:6]=[C:2]([NH:1][C:19](=[O:26])[C:20]3[CH:25]=[CH:24][CH:23]=[CH:22][CH:21]=3)[S:3][C:4]=2[C:10]([C:11]2[CH:16]=[CH:15][CH:14]=[CH:13][CH:12]=2)=[CH:9][CH:8]=1, predict the reactants needed to synthesize it. The reactants are: [NH2:1][C:2]1[S:3][C:4]2[C:10]([C:11]3[CH:16]=[CH:15][CH:14]=[CH:13][CH:12]=3)=[CH:9][CH:8]=[C:7]([O:17][CH3:18])[C:5]=2[N:6]=1.[C:19](Cl)(=[O:26])[C:20]1[CH:25]=[CH:24][CH:23]=[CH:22][CH:21]=1.Cl.